From a dataset of Catalyst prediction with 721,799 reactions and 888 catalyst types from USPTO. Predict which catalyst facilitates the given reaction. (1) Reactant: [NH:1]1[CH2:6][CH2:5][C:4]2([O:11][C:10]3[C:12]4[C:17]([C:18](=[O:21])[C:19](=[O:20])[C:9]=3[S:8][CH2:7]2)=[CH:16][CH:15]=[CH:14][CH:13]=4)[CH2:3][CH2:2]1.[C@@H:22]1([C:31]([OH:33])=[O:32])[CH2:27][CH2:26][CH2:25][CH2:24][C@@H:23]1[C:28]([OH:30])=[O:29]. Product: [C:31]([C@H:22]1[CH2:27][CH2:26][CH2:25][CH2:24][C@H:23]1[C:28]([O-:30])=[O:29])([OH:33])=[O:32].[NH2+:1]1[CH2:2][CH2:3][C:4]2([O:11][C:10]3[C:12]4[C:17]([C:18](=[O:21])[C:19](=[O:20])[C:9]=3[S:8][CH2:7]2)=[CH:16][CH:15]=[CH:14][CH:13]=4)[CH2:5][CH2:6]1. The catalyst class is: 10. (2) Reactant: C([O:3][C:4]([C:6]1[O:7][C:8]([CH2:11][O:12][C:13]2[CH:18]=[CH:17][C:16]([C:19]3[CH:24]=[CH:23][C:22]([CH3:25])=[CH:21][CH:20]=3)=[CH:15][CH:14]=2)=[CH:9][CH:10]=1)=[O:5])C.O.[OH-].[Li+]. Product: [CH3:25][C:22]1[CH:23]=[CH:24][C:19]([C:16]2[CH:17]=[CH:18][C:13]([O:12][CH2:11][C:8]3[O:7][C:6]([C:4]([OH:5])=[O:3])=[CH:10][CH:9]=3)=[CH:14][CH:15]=2)=[CH:20][CH:21]=1. The catalyst class is: 193. (3) Reactant: [CH2:1]([C:3]1[N:7]([C:8]2[N:16]=[C:15]3[C:11]([N:12]=[C:13]([C:18]4([O:22][CH3:23])[CH2:21][NH:20][CH2:19]4)[N:14]3[CH3:17])=[C:10]([N:24]3[CH2:29][CH2:28][O:27][CH2:26][CH2:25]3)[N:9]=2)[C:6]2[CH:30]=[CH:31][CH:32]=[CH:33][C:5]=2[N:4]=1)[CH3:2].[CH3:34][C:35](=O)[CH3:36]. Product: [CH2:1]([C:3]1[N:7]([C:8]2[N:16]=[C:15]3[C:11]([N:12]=[C:13]([C:18]4([O:22][CH3:23])[CH2:21][N:20]([CH:35]([CH3:36])[CH3:34])[CH2:19]4)[N:14]3[CH3:17])=[C:10]([N:24]3[CH2:29][CH2:28][O:27][CH2:26][CH2:25]3)[N:9]=2)[C:6]2[CH:30]=[CH:31][CH:32]=[CH:33][C:5]=2[N:4]=1)[CH3:2]. The catalyst class is: 19. (4) Reactant: CC([O:4][C:5]1[CH:10]=[CH:9][C:8]([N:11]2[C:16](=[O:17])[C:15]([CH2:18][C:19]3[CH:24]=[CH:23][C:22]([C:25]4[C:26]([C:31]#[N:32])=[CH:27][CH:28]=[CH:29][CH:30]=4)=[CH:21][CH:20]=3)=[C:14]([CH2:33][CH2:34][CH3:35])[N:13]3[N:36]=[CH:37][N:38]=[C:12]23)=[CH:7][CH:6]=1)C. Product: [OH:4][C:5]1[CH:10]=[CH:9][C:8]([N:11]2[C:16](=[O:17])[C:15]([CH2:18][C:19]3[CH:24]=[CH:23][C:22]([C:25]4[C:26]([C:31]#[N:32])=[CH:27][CH:28]=[CH:29][CH:30]=4)=[CH:21][CH:20]=3)=[C:14]([CH2:33][CH2:34][CH3:35])[N:13]3[N:36]=[CH:37][N:38]=[C:12]23)=[CH:7][CH:6]=1. The catalyst class is: 570. (5) Reactant: [Cl:1][C:2]1[C:3]([NH:9][C:10]2[CH:15]=[C:14]([I:16])[CH:13]=[CH:12][C:11]=2[O:17][CH:18]2[CH2:23][CH2:22][O:21][CH2:20][CH2:19]2)=[N:4][C:5](N)=[N:6][CH:7]=1.N(OCCC(C)C)=O. Product: [Cl:1][C:2]1[C:3]([NH:9][C:10]2[CH:15]=[C:14]([I:16])[CH:13]=[CH:12][C:11]=2[O:17][CH:18]2[CH2:23][CH2:22][O:21][CH2:20][CH2:19]2)=[N:4][CH:5]=[N:6][CH:7]=1. The catalyst class is: 1.